This data is from Full USPTO retrosynthesis dataset with 1.9M reactions from patents (1976-2016). The task is: Predict the reactants needed to synthesize the given product. (1) Given the product [CH3:24][O:22][C:21]1[CH:20]=[CH:19][CH:18]=[C:16]2[C:15]=1[CH2:14][CH2:13][CH:12]([NH:4][CH2:5][CH2:6][C:7]1[S:11][CH:10]=[CH:9][CH:8]=1)[CH2:17]2, predict the reactants needed to synthesize it. The reactants are: CCC[N:4]([C@@H:12]1[CH2:17][C:16]2[CH:18]=[CH:19][CH:20]=[C:21]([OH:22])[C:15]=2[CH2:14][CH2:13]1)[CH2:5][CH2:6][C:7]1[S:11][CH:10]=[CH:9][CH:8]=1.Cl.[CH3:24]OC1C=CC=C2C=1CCC(=O)C2.S1C=CC=C1CCN.C1(C)C=CC(S(O)(=O)=O)=CC=1.C([BH3-])#N.[Na+]. (2) Given the product [Br:1][C:2]1[CH:3]=[C:4]([CH:5]=[CH:6][C:7]=1[CH3:8])[CH:9]=[O:10], predict the reactants needed to synthesize it. The reactants are: [Br:1][C:2]1[CH:3]=[C:4]([CH2:9][OH:10])[CH:5]=[CH:6][C:7]=1[CH3:8]. (3) Given the product [Cl:26][CH2:20][CH2:19][N:18]([CH2:21][CH2:22][OH:23])[C:2]1[C:3]([N+:15]([O-:17])=[O:16])=[C:4]([C:9]([N+:12]([O-:14])=[O:13])=[CH:10][CH:11]=1)[C:5]([O:7][CH3:8])=[O:6], predict the reactants needed to synthesize it. The reactants are: Cl[C:2]1[C:3]([N+:15]([O-:17])=[O:16])=[C:4]([C:9]([N+:12]([O-:14])=[O:13])=[CH:10][CH:11]=1)[C:5]([O:7][CH3:8])=[O:6].[N:18]1([CH2:21][CH2:22][OH:23])[CH2:20][CH2:19]1.[Li+].[Br-].[Cl-:26].[Na+].O. (4) Given the product [C:25]([CH2:24][C:23]([NH:22][C:12]([C:10]1[CH:9]=[CH:8][C:7]([N:15]2[CH2:18][C:17]([F:20])([F:19])[CH2:16]2)=[C:6]([O:5][CH2:4][CH:1]2[CH2:2][CH2:3]2)[N:11]=1)=[O:14])([CH3:29])[CH3:28])(=[O:26])[NH2:27], predict the reactants needed to synthesize it. The reactants are: [CH:1]1([CH2:4][O:5][C:6]2[N:11]=[C:10]([C:12]([OH:14])=O)[CH:9]=[CH:8][C:7]=2[N:15]2[CH2:18][C:17]([F:20])([F:19])[CH2:16]2)[CH2:3][CH2:2]1.Cl.[NH2:22][C:23]([CH3:29])([CH3:28])[CH2:24][C:25]([NH2:27])=[O:26].